This data is from Reaction yield outcomes from USPTO patents with 853,638 reactions. The task is: Predict the reaction yield, written as a fraction of the theoretical maximum amount of product (1.0 means a 100% yield; for example, 0.34 means a 34% yield). (1) The reactants are [Br:1][C:2]1[CH:3]=[CH:4][C:5]2[C:11](=[O:12])[CH2:10][CH2:9][CH2:8][O:7][C:6]=2[CH:13]=1.C1CCCCC1.CO[CH:22](OC)[N:23]([CH3:25])[CH3:24]. No catalyst specified. The product is [Br:1][C:2]1[CH:3]=[CH:4][C:5]2[C:11](=[O:12])/[C:10](=[CH:22]/[N:23]([CH3:25])[CH3:24])/[CH2:9][CH2:8][O:7][C:6]=2[CH:13]=1. The yield is 0.860. (2) The reactants are [CH3:1][O:2][C:3]1[CH:4]=[C:5]([CH2:9][CH2:10][C:11]2[CH:12]=[C:13]([NH2:16])[NH:14][N:15]=2)[CH:6]=[CH:7][CH:8]=1.[CH3:17][C:18]([O:21][C:22](O[C:22]([O:21][C:18]([CH3:20])([CH3:19])[CH3:17])=[O:23])=[O:23])([CH3:20])[CH3:19]. The catalyst is C(Cl)Cl. The product is [NH2:16][C:13]1[N:14]([C:22]([O:21][C:18]([CH3:20])([CH3:19])[CH3:17])=[O:23])[N:15]=[C:11]([CH2:10][CH2:9][C:5]2[CH:6]=[CH:7][CH:8]=[C:3]([O:2][CH3:1])[CH:4]=2)[CH:12]=1. The yield is 0.860. (3) The yield is 0.580. The catalyst is O1CCOCC1.O.C1C=CC(/C=C/C(/C=C/C2C=CC=CC=2)=O)=CC=1.C1C=CC(/C=C/C(/C=C/C2C=CC=CC=2)=O)=CC=1.C1C=CC(/C=C/C(/C=C/C2C=CC=CC=2)=O)=CC=1.[Pd].[Pd]. The reactants are [CH3:1][NH:2][C:3]([C:5]1[C:9]2[CH:10]=[C:11](B3OC(C)(C)C(C)(C)O3)[C:12]([N:14]([CH3:19])[S:15]([CH3:18])(=[O:17])=[O:16])=[CH:13][C:8]=2[O:7][C:6]=1[C:29]1C=N[C:32]([C:35]([F:38])([F:37])[F:36])=[CH:33][CH:34]=1)=[O:4].Cl[C:40]1[CH:49]=[CH:48][C:47]2[CH2:46][CH2:45][N:44]3[C:50]4[CH:51]=[CH:52][CH:53]=[C:54]([F:57])[C:55]=4[CH:56]=[C:43]3[C:42]=2[N:41]=1.[CH3:58][CH:59](C1C=C(C(C)C)C(C2C=CC=CC=2P(C2CCCCC2)C2CCCCC2)=C(C(C)C)C=1)C.CC(=O)OCC. The product is [F:57][C:54]1[C:55]2[CH:56]=[C:43]3[C:42]4[N:41]=[C:40]([C:13]5[C:12]([N:14]([CH3:19])[S:15]([CH3:18])(=[O:17])=[O:16])=[CH:11][C:10]6[O:7][C:6]([C:29]7[CH:59]=[CH:58][C:32]([C:35]([F:37])([F:38])[F:36])=[CH:33][CH:34]=7)=[C:5]([C:3]([NH:2][CH3:1])=[O:4])[C:9]=6[CH:8]=5)[CH:49]=[CH:48][C:47]=4[CH2:46][CH2:45][N:44]3[C:50]=2[CH:51]=[CH:52][CH:53]=1. (4) The reactants are [Cl:1][C:2]1[C:3]([C:11]([F:14])([F:13])[F:12])=[C:4](B(O)O)[CH:5]=[CH:6][CH:7]=1.FC(F)(F)S(O[C:21]1[CH2:26][CH2:25][N:24]([C:27]([O:29][C:30]([CH3:33])([CH3:32])[CH3:31])=[O:28])[CH2:23][CH:22]=1)(=O)=O.C(=O)([O-])[O-].[Na+].[Na+].COCCOC. The catalyst is O.C1C=CC([P]([Pd]([P](C2C=CC=CC=2)(C2C=CC=CC=2)C2C=CC=CC=2)([P](C2C=CC=CC=2)(C2C=CC=CC=2)C2C=CC=CC=2)[P](C2C=CC=CC=2)(C2C=CC=CC=2)C2C=CC=CC=2)(C2C=CC=CC=2)C2C=CC=CC=2)=CC=1. The product is [Cl:1][C:2]1[C:3]([C:11]([F:14])([F:13])[F:12])=[C:4]([C:21]2[CH2:26][CH2:25][N:24]([C:27]([O:29][C:30]([CH3:33])([CH3:32])[CH3:31])=[O:28])[CH2:23][CH:22]=2)[CH:5]=[CH:6][CH:7]=1. The yield is 0.600. (5) The reactants are O1CCCCC1[N:7]1[C:15]2[C:10](=[CH:11][C:12]([C:16]3[N:20]=[CH:19][N:18](C(C4C=CC=CC=4)(C4C=CC=CC=4)C4C=CC=CC=4)[N:17]=3)=[CH:13][CH:14]=2)[C:9]([C:40]2[CH:41]=[C:42]([NH2:46])[CH:43]=[CH:44][CH:45]=2)=[N:8]1.[C:47](Cl)(=[O:54])[C:48]1[CH:53]=[CH:52][CH:51]=[CH:50][CH:49]=1.O. The catalyst is N1C=CC=CC=1. The product is [NH:18]1[CH:19]=[N:20][C:16]([C:12]2[CH:11]=[C:10]3[C:15](=[CH:14][CH:13]=2)[NH:7][N:8]=[C:9]3[C:40]2[CH:41]=[C:42]([NH:46][C:47](=[O:54])[C:48]3[CH:53]=[CH:52][CH:51]=[CH:50][CH:49]=3)[CH:43]=[CH:44][CH:45]=2)=[N:17]1. The yield is 0.550.